Dataset: Reaction yield outcomes from USPTO patents with 853,638 reactions. Task: Predict the reaction yield, written as a fraction of the theoretical maximum amount of product (1.0 means a 100% yield; for example, 0.34 means a 34% yield). (1) The reactants are Br[CH2:2][CH2:3]Br.Cl.[CH3:6][O:7][C:8](=[O:15])[C@@H:9]([C:11]([SH:14])([CH3:13])[CH3:12])[NH2:10].N12CCCN=C1CCCCC2.C([O-])(O)=O.[Na+]. The catalyst is CN(C=O)C. The product is [CH3:12][C:11]1([CH3:13])[S:14][CH2:3][CH2:2][NH:10][C@H:9]1[C:8]([O:7][CH3:6])=[O:15]. The yield is 0.870. (2) The reactants are [NH2:1][C:2]1[N:7]=[C:6]([NH:8][C@H:9]2[CH2:14][CH2:13][C@H:12]([OH:15])[CH2:11][CH2:10]2)[CH:5]=[C:4]([CH3:16])[N:3]=1.[Br:17]NC(=O)CCC(N)=O. The catalyst is C(Cl)(Cl)Cl. The product is [NH2:1][C:2]1[N:7]=[C:6]([NH:8][C@H:9]2[CH2:14][CH2:13][C@H:12]([OH:15])[CH2:11][CH2:10]2)[C:5]([Br:17])=[C:4]([CH3:16])[N:3]=1. The yield is 0.630. (3) The reactants are [Cl:1][C:2]1[CH:3]=[CH:4][C:5]([OH:8])=[N:6][CH:7]=1.[H-].[Na+].Br[CH2:12][C:13]1[CH:22]=[C:21]2[C:16]([CH:17]=[C:18]([C:27]([O:29][CH2:30][CH3:31])=[O:28])[CH:19]([C:23]([F:26])([F:25])[F:24])[O:20]2)=[CH:15][C:14]=1[Cl:32]. No catalyst specified. The product is [Cl:32][C:14]1[CH:15]=[C:16]2[C:21](=[CH:22][C:13]=1[CH2:12][N:6]1[CH:7]=[C:2]([Cl:1])[CH:3]=[CH:4][C:5]1=[O:8])[O:20][CH:19]([C:23]([F:26])([F:25])[F:24])[C:18]([C:27]([O:29][CH2:30][CH3:31])=[O:28])=[CH:17]2. The yield is 0.380.